This data is from TCR-epitope binding with 47,182 pairs between 192 epitopes and 23,139 TCRs. The task is: Binary Classification. Given a T-cell receptor sequence (or CDR3 region) and an epitope sequence, predict whether binding occurs between them. The epitope is NQKLIANQF. The TCR CDR3 sequence is CAGTGIRSAGELFF. Result: 0 (the TCR does not bind to the epitope).